Dataset: Forward reaction prediction with 1.9M reactions from USPTO patents (1976-2016). Task: Predict the product of the given reaction. Given the reactants [Mg].II.Br[C:5]1[CH:10]=[CH:9][C:8]([F:11])=[C:7]([F:12])[C:6]=1[CH3:13].CN(C)[CH:16]=[O:17], predict the reaction product. The product is: [F:12][C:7]1[C:6]([CH3:13])=[C:5]([CH:10]=[CH:9][C:8]=1[F:11])[CH:16]=[O:17].